Dataset: Forward reaction prediction with 1.9M reactions from USPTO patents (1976-2016). Task: Predict the product of the given reaction. (1) The product is: [S:10]1[CH:14]=[CH:13][C:12]2[CH:15]=[CH:16][CH:17]=[C:18]([C:6]3[C:5]([CH3:9])=[CH:4][N:3]=[C:2]([F:1])[CH:7]=3)[C:11]1=2. Given the reactants [F:1][C:2]1[CH:7]=[C:6](I)[C:5]([CH3:9])=[CH:4][N:3]=1.[S:10]1[CH:14]=[CH:13][C:12]2[CH:15]=[CH:16][CH:17]=[C:18](B3OC(C)(C)C(C)(C)O3)[C:11]1=2.C(=O)([O-])[O-].[Na+].[Na+].C1COCC1, predict the reaction product. (2) The product is: [C:8]1([CH3:9])[CH:13]=[C:12]([CH3:17])[CH:11]=[C:10]([CH3:20])[C:15]=1[Mn:2][C:11]1[C:12]([CH3:17])=[CH:13][C:14]([CH3:16])=[CH:15][C:10]=1[CH3:20]. Given the reactants [Cl-].[Mn+2:2].[Cl-].O1[CH2:9][CH2:8]OCC1.[C:10]1([CH3:20])[CH:15]=[C:14]([CH3:16])[CH:13]=[C:12]([CH3:17])[C:11]=1[Mg]Br, predict the reaction product. (3) Given the reactants [CH2:1]([NH:7][CH:8]1[C:16]2[C:11](=[CH:12][C:13]([O:17][C:18]3[CH:26]=[CH:25][C:21]([C:22]([NH2:24])=[O:23])=[CH:20][N:19]=3)=[CH:14][CH:15]=2)[CH2:10][CH2:9]1)[CH2:2][CH2:3][CH2:4][CH2:5][CH3:6].C=O.[BH3-][C:30]#N.[Na+], predict the reaction product. The product is: [CH2:1]([N:7]([CH3:30])[CH:8]1[C:16]2[C:11](=[CH:12][C:13]([O:17][C:18]3[CH:26]=[CH:25][C:21]([C:22]([NH2:24])=[O:23])=[CH:20][N:19]=3)=[CH:14][CH:15]=2)[CH2:10][CH2:9]1)[CH2:2][CH2:3][CH2:4][CH2:5][CH3:6]. (4) Given the reactants O1[CH2:6][CH2:5][O:4][CH2:3]C1.[C:7]([O:11][C:12](=[O:38])[NH:13][C:14]1C(OC)=[N:16][N:17]2[C:21]([C:22]3[C:27]([O:28][CH3:29])=[CH:26][C:25]([CH2:30][O:31][CH3:32])=[CH:24][C:23]=3[O:33][CH3:34])=[C:20](Br)[S:19][C:18]=12)([CH3:10])([CH3:9])[CH3:8].[CH2:39]([Zn]CC)[CH3:40], predict the reaction product. The product is: [C:7]([O:11][C:12](=[O:38])[NH:13][C:14]1[C:6]([CH2:5][O:4][CH3:3])=[N:16][N:17]2[C:21]([C:22]3[C:23]([O:33][CH3:34])=[CH:24][C:25]([CH2:30][O:31][CH3:32])=[CH:26][C:27]=3[O:28][CH3:29])=[C:20]([CH2:39][CH3:40])[S:19][C:18]=12)([CH3:10])([CH3:9])[CH3:8]. (5) Given the reactants [Cl:1][C:2]1[CH:7]=[CH:6][C:5]([C:8]2[O:9][C:10]([CH:13]([NH:23][C:24](=[O:37])[CH2:25][C:26]3[C:30]4=[N:31][C:32]([O:35]C)=[CH:33][CH:34]=[C:29]4[NH:28][CH:27]=3)[CH2:14][C:15]3[CH:20]=[C:19]([F:21])[CH:18]=[C:17]([F:22])[CH:16]=3)=[CH:11][N:12]=2)=[CH:4][CH:3]=1, predict the reaction product. The product is: [Cl:1][C:2]1[CH:3]=[CH:4][C:5]([C:8]2[O:9][C:10]([CH:13]([NH:23][C:24](=[O:37])[CH2:25][C:26]3[C:30]4=[N:31][C:32]([OH:35])=[CH:33][CH:34]=[C:29]4[NH:28][CH:27]=3)[CH2:14][C:15]3[CH:16]=[C:17]([F:22])[CH:18]=[C:19]([F:21])[CH:20]=3)=[CH:11][N:12]=2)=[CH:6][CH:7]=1. (6) The product is: [F:13][C:14]1[CH:19]=[CH:18][C:17]([C:2]2[C:3]3[N:4]([N:9]=[C:10]([NH2:12])[N:11]=3)[CH:5]=[C:6]([CH3:8])[CH:7]=2)=[C:16]([CH3:23])[CH:15]=1. Given the reactants Br[C:2]1[C:3]2[N:4]([N:9]=[C:10]([NH2:12])[N:11]=2)[CH:5]=[C:6]([CH3:8])[CH:7]=1.[F:13][C:14]1[CH:19]=[CH:18][C:17](B(O)O)=[C:16]([CH3:23])[CH:15]=1, predict the reaction product. (7) Given the reactants [CH3:1][O:2][C:3](=[O:34])[C:4]1[CH:9]=[CH:8][C:7]([S:10](=[O:25])(=[O:24])[NH:11][C@H:12]([C:21](=[O:23])[NH2:22])[CH2:13][C:14]([O:16][C:17]([CH3:20])([CH3:19])[CH3:18])=[O:15])=[C:6]([O:26]CC2C=CC=CC=2)[CH:5]=1, predict the reaction product. The product is: [CH3:1][O:2][C:3](=[O:34])[C:4]1[CH:9]=[CH:8][C:7]([S:10](=[O:24])(=[O:25])[NH:11][C@H:12]([C:21](=[O:23])[NH2:22])[CH2:13][C:14]([O:16][C:17]([CH3:20])([CH3:19])[CH3:18])=[O:15])=[C:6]([OH:26])[CH:5]=1. (8) Given the reactants Cl[C:2]1[CH:3]=[C:4]([NH:11][C:12]2[CH:17]=[CH:16][CH:15]=[C:14]([N:18]3[CH2:22][CH2:21][CH2:20][CH:19]3[CH3:23])[N:13]=2)[C:5]2[N:6]([CH:8]=[CH:9][N:10]=2)[N:7]=1.[N:24]1[CH:29]=[CH:28][CH:27]=[C:26](B(O)O)[CH:25]=1.CC(C1C=C(C(C)C)C(C2C=CC=CC=2P(C2CCCCC2)C2CCCCC2)=C(C(C)C)C=1)C.C([O-])([O-])=O.[Na+].[Na+], predict the reaction product. The product is: [CH3:23][CH:19]1[CH2:20][CH2:21][CH2:22][N:18]1[C:14]1[N:13]=[C:12]([NH:11][C:4]2[C:5]3[N:6]([CH:8]=[CH:9][N:10]=3)[N:7]=[C:2]([C:26]3[CH:25]=[N:24][CH:29]=[CH:28][CH:27]=3)[CH:3]=2)[CH:17]=[CH:16][CH:15]=1.